This data is from Forward reaction prediction with 1.9M reactions from USPTO patents (1976-2016). The task is: Predict the product of the given reaction. (1) Given the reactants C([C:3]1[N:8]=[C:7]2[C:9]([C:19](=[O:28])[NH:20][C@H:21]3[CH2:26][CH2:25][CH2:24][CH2:23][C@@H:22]3[OH:27])=[CH:10][N:11]([C:12](OC(C)(C)C)=O)[C:6]2=[CH:5][CH:4]=1)#N.BrC[C:31]1[CH:36]=[CH:35][CH:34]=[C:33]([F:37])[C:32]=1[F:38].C(=O)([O-])[O-].[Cs+].[Cs+].CN(C=O)C, predict the reaction product. The product is: [F:37][C:33]1[C:32]([F:38])=[CH:31][CH:36]=[CH:35][C:34]=1[CH2:12][N:11]1[C:6]2[C:7](=[N:8][CH:3]=[CH:4][CH:5]=2)[C:9]([C:19]([NH:20][C@H:21]2[CH2:26][CH2:25][CH2:24][CH2:23][C@@H:22]2[OH:27])=[O:28])=[CH:10]1. (2) Given the reactants C([Li])CCC.[C:6]1([C:12]2[C:16]3[CH:17]=[CH:18][CH:19]=[CH:20][C:15]=3[S:14][CH:13]=2)[CH:11]=[CH:10][CH:9]=[CH:8][CH:7]=1.[C:21]([O:25][CH2:26][CH3:27])(=[O:24])[CH:22]=[O:23].C1(C)C=CC=CC=1, predict the reaction product. The product is: [OH:23][CH:22]([C:13]1[S:14][C:15]2[CH:20]=[CH:19][CH:18]=[CH:17][C:16]=2[C:12]=1[C:6]1[CH:7]=[CH:8][CH:9]=[CH:10][CH:11]=1)[C:21]([O:25][CH2:26][CH3:27])=[O:24]. (3) Given the reactants [C:1]([O:5][C:6]([NH:8][C@H:9]1[CH2:13][C:12]([C:18]([OH:21])([CH3:20])[CH3:19])([C:14]([O:16][CH3:17])=[O:15])[CH:11]=[CH:10]1)=[O:7])([CH3:4])([CH3:3])[CH3:2], predict the reaction product. The product is: [C:1]([O:5][C:6]([NH:8][C@H:9]1[CH2:13][C@@:12]([C:18]([OH:21])([CH3:20])[CH3:19])([C:14]([O:16][CH3:17])=[O:15])[CH:11]=[CH:10]1)=[O:7])([CH3:4])([CH3:2])[CH3:3]. (4) Given the reactants [O:1]=[C:2]1[NH:7][C:6]2[CH:8]=[C:9]([C:12]([C:14]3[CH:22]=[CH:21][CH:20]=[CH:19][C:15]=3[C:16]([OH:18])=O)=[O:13])[CH:10]=[CH:11][C:5]=2[O:4][CH2:3]1.CN1CCOCC1.C1C=NC2N(O)N=NC=2C=1.CN(C(ON1N=NC2C=CC=NC1=2)=[N+](C)C)C.F[P-](F)(F)(F)(F)F.[Cl:64][C:65]1[CH:72]=[CH:71][C:68]([CH2:69][NH2:70])=[CH:67][CH:66]=1, predict the reaction product. The product is: [Cl:64][C:65]1[CH:72]=[CH:71][C:68]([CH2:69][N:70]2[C:16](=[O:18])[C:15]3[C:14](=[CH:22][CH:21]=[CH:20][CH:19]=3)[C:12]2([C:9]2[CH:10]=[CH:11][C:5]3[O:4][CH2:3][C:2](=[O:1])[NH:7][C:6]=3[CH:8]=2)[OH:13])=[CH:67][CH:66]=1. (5) Given the reactants [Br:1][C:2]1[CH:7]=[CH:6][C:5]([C:8]2[CH:13]=[CH:12][C:11](I)([C:14]3[CH:19]=[CH:18][CH:17]=[CH:16][CH:15]=3)[CH2:10][CH:9]=2)=[CH:4][CH:3]=1.[OH-].[K+].O.[N:24]1[C:37]2[C:28](=[CH:29][CH:30]=[C:31]3[C:36]=2N=CC=C3)[CH:27]=[CH:26][CH:25]=1, predict the reaction product. The product is: [CH2:25]([N:24]([CH2:37][CH2:36][CH2:31][CH3:30])[C:14]1[CH:15]=[CH:16][CH:17]=[CH:18][CH:19]=1)[CH2:26][CH2:27][CH3:28].[Br:1][C:2]1[CH:3]=[CH:4][C:5]([C:8]2[C:9]([C:28]3[CH:37]=[CH:36][CH:31]=[CH:30][CH:29]=3)=[CH:10][CH:11]=[CH:12][CH:13]=2)=[CH:6][CH:7]=1. (6) Given the reactants Br[C:2]1[C:3]([O:8][CH2:9][CH3:10])=[N:4][CH:5]=[CH:6][CH:7]=1.CC(C)([O-])C.[Na+].[NH2:17][C:18]1[CH:19]=[C:20]2[C:24]3=[C:25]([CH2:27][S:28][CH2:29][CH2:30][N:23]3[C@H:22]3[CH2:31][CH2:32][N:33](C(OC(C)(C)C)=O)[CH2:34][C@@H:21]23)[CH:26]=1.[Cl:42]CCl, predict the reaction product. The product is: [ClH:42].[ClH:42].[CH2:9]([O:8][C:3]1[C:2]([NH:17][C:18]2[CH:19]=[C:20]3[C:24]4=[C:25]([CH2:27][S:28][CH2:29][CH2:30][N:23]4[C@H:22]4[CH2:31][CH2:32][NH:33][CH2:34][C@@H:21]34)[CH:26]=2)=[CH:7][CH:6]=[CH:5][N:4]=1)[CH3:10].